This data is from Full USPTO retrosynthesis dataset with 1.9M reactions from patents (1976-2016). The task is: Predict the reactants needed to synthesize the given product. (1) Given the product [Cl:24][C:20]1[C:19]([F:25])=[C:18]([C@@H:17]2[C@:16]([C:28]3[CH:33]=[CH:32][C:31]([Cl:34])=[CH:30][C:29]=3[F:35])([C:26]#[N:27])[C@H:15]([CH2:36][C:37]([CH3:40])([CH3:39])[CH3:38])[NH:14][C@H:13]2[C:11]([NH:10][C:7]2[S:6][C:5]([C:3]([OH:4])=[O:2])=[CH:9][CH:8]=2)=[O:12])[CH:23]=[CH:22][CH:21]=1, predict the reactants needed to synthesize it. The reactants are: C[O:2][C:3]([C:5]1[S:6][C:7]([NH:10][C:11]([C@H:13]2[C@H:17]([C:18]3[CH:23]=[CH:22][CH:21]=[C:20]([Cl:24])[C:19]=3[F:25])[C@:16]([C:28]3[CH:33]=[CH:32][C:31]([Cl:34])=[CH:30][C:29]=3[F:35])([C:26]#[N:27])[C@H:15]([CH2:36][C:37]([CH3:40])([CH3:39])[CH3:38])[NH:14]2)=[O:12])=[CH:8][CH:9]=1)=[O:4].[Li+].[OH-].Cl. (2) Given the product [CH:1]1([SiH:5]([CH:6]([CH3:7])[CH3:8])[CH:9]([CH3:10])[CH3:11])[CH2:2][CH2:4]1, predict the reactants needed to synthesize it. The reactants are: [CH2:1]([SiH:5]([CH:9]([CH3:11])[CH3:10])[CH:6]([CH3:8])[CH3:7])[CH:2]([CH3:4])C.C([SiH](C(C)C)Cl)(C)C. (3) Given the product [C:1]([N:4]1[C:12]2[C:7](=[CH:8][C:9]([NH:13][S:28]([C:27]3[N:26]4[C:22]([S:23][CH2:24][CH2:25]4)=[N:21][C:20]=3[Cl:19])(=[O:29])=[O:30])=[CH:10][CH:11]=2)[CH2:6][CH2:5]1)(=[O:3])[CH3:2], predict the reactants needed to synthesize it. The reactants are: [C:1]([N:4]1[C:12]2[C:7](=[CH:8][C:9]([NH2:13])=[CH:10][CH:11]=2)[CH2:6][CH2:5]1)(=[O:3])[CH3:2].C(=O)([O-])O.[Na+].[Cl:19][C:20]1[N:21]=[C:22]2[N:26]([C:27]=1[S:28](Cl)(=[O:30])=[O:29])[CH2:25][CH2:24][S:23]2. (4) Given the product [CH3:18][O:17][C:4]1[CH:3]=[C:2]([C:24]2[CH:25]=[CH:26][C:21]([O:20][CH3:19])=[CH:22][CH:23]=2)[N:7]=[C:6]([N:8]2[CH:12]=[CH:11][C:10]([C:13]([F:16])([F:15])[F:14])=[N:9]2)[N:5]=1, predict the reactants needed to synthesize it. The reactants are: Cl[C:2]1[N:7]=[C:6]([N:8]2[CH:12]=[CH:11][C:10]([C:13]([F:16])([F:15])[F:14])=[N:9]2)[N:5]=[C:4]([O:17][CH3:18])[CH:3]=1.[CH3:19][O:20][C:21]1[CH:26]=[CH:25][C:24](B(O)O)=[CH:23][CH:22]=1.COC1C=C(C2C=CC=CC=2)N=C(N2C=CC(C(F)(F)F)=N2)N=1.